Predict the reactants needed to synthesize the given product. From a dataset of Full USPTO retrosynthesis dataset with 1.9M reactions from patents (1976-2016). Given the product [CH2:30]([N:11]([CH2:12][C:13]1[S:14][C:15]([C:18]2[CH:23]=[CH:22][CH:21]=[C:20]([S:24]([CH3:27])(=[O:26])=[O:25])[CH:19]=2)=[CH:16][CH:17]=1)[S:8]([C:3]1[CH:4]=[CH:5][CH:6]=[CH:7][C:2]=1[Cl:1])(=[O:9])=[O:10])[C:31]1[CH:36]=[CH:35][CH:34]=[CH:33][CH:32]=1, predict the reactants needed to synthesize it. The reactants are: [Cl:1][C:2]1[CH:7]=[CH:6][CH:5]=[CH:4][C:3]=1[S:8]([NH:11][CH2:12][C:13]1[S:14][C:15]([C:18]2[CH:23]=[CH:22][CH:21]=[C:20]([S:24]([CH3:27])(=[O:26])=[O:25])[CH:19]=2)=[CH:16][CH:17]=1)(=[O:10])=[O:9].[H-].[Na+].[CH2:30](Br)[C:31]1[CH:36]=[CH:35][CH:34]=[CH:33][CH:32]=1.